This data is from Forward reaction prediction with 1.9M reactions from USPTO patents (1976-2016). The task is: Predict the product of the given reaction. (1) Given the reactants [C:1]([O:4][C:5]1[CH:15]=[CH:14][CH:13]=[CH:12][C:6]=1[C:7]([O:9][CH2:10]Cl)=[O:8])(=[O:3])[CH3:2].[N+:16]([O:19][CH2:20][CH2:21][CH2:22][C:23]1[CH:31]=[CH:30][C:26]([C:27]([OH:29])=[O:28])=[CH:25][CH:24]=1)([O-:18])=[O:17].CCN(CC)CC, predict the reaction product. The product is: [C:1]([O:4][C:5]1[CH:15]=[CH:14][CH:13]=[CH:12][C:6]=1[C:7]([O:9][CH2:10][O:29][C:27](=[O:28])[C:26]1[CH:25]=[CH:24][C:23]([CH2:22][CH2:21][CH2:20][O:19][N+:16]([O-:18])=[O:17])=[CH:31][CH:30]=1)=[O:8])(=[O:3])[CH3:2]. (2) Given the reactants [H-].[Na+].[CH3:3][O:4][C:5](=[O:21])[C:6]1[CH:11]=[CH:10][CH:9]=[CH:8][C:7]=1[CH2:12]P(OCC)(OCC)=O.C1OCCOCCOCCOCCOC1.[CH3:37][N:38]1[CH2:43][CH2:42][C:41](=O)[CH2:40][CH2:39]1, predict the reaction product. The product is: [CH3:3][O:4][C:5](=[O:21])[C:6]1[CH:11]=[CH:10][CH:9]=[CH:8][C:7]=1[CH:12]=[C:41]1[CH2:42][CH2:43][N:38]([CH3:37])[CH2:39][CH2:40]1. (3) Given the reactants [F:1][C:2]([F:19])([F:18])[C:3]1[CH:4]=[C:5]([CH2:13][CH2:14][C:15]([OH:17])=O)[CH:6]=[C:7]([C:9]([F:12])([F:11])[F:10])[CH:8]=1.CN(C([O:27]N1N=NC2C=CC=NC1=2)=[N+](C)C)C.F[P-](F)(F)(F)(F)F.C(N(CC)C(C)C)(C)C.[N:53]1[N:57]2[CH2:58][CH2:59][CH2:60][NH:61][CH2:62][C:56]2=[CH:55][CH:54]=1.CN([CH:66]=[O:67])C, predict the reaction product. The product is: [F:19][C:2]([F:18])([F:1])[C:3]1[CH:4]=[C:5]([CH2:13][CH2:14][C:15]([N:61]2[CH2:60][CH2:59][CH2:58][N:57]3[N:53]=[CH:54][CH:55]=[C:56]3[CH2:62]2)=[O:17])[CH:6]=[C:7]([C:9]([F:12])([F:11])[F:10])[CH:8]=1.[C:66]([OH:67])([C:2]([F:19])([F:18])[F:1])=[O:27].